From a dataset of Forward reaction prediction with 1.9M reactions from USPTO patents (1976-2016). Predict the product of the given reaction. Given the reactants [N:1]1[CH:6]=[CH:5][CH:4]=[CH:3][C:2]=1[N:7]([CH2:30][CH2:31][C:32]([O:34][CH2:35][CH3:36])=[O:33])[C:8]([C:10]1[CH:29]=[CH:28][C:13]2[N:14]([CH3:27])[C:15]([CH2:17][NH:18][C:19]3[N:20]=[CH:21][C:22]([C:25]#[N:26])=[N:23][CH:24]=3)=[N:16][C:12]=2[CH:11]=1)=[O:9].[ClH:37].C(O)C.C(=O)([O-])[O-].[NH4+:45].[NH4+], predict the reaction product. The product is: [ClH:37].[N:1]1[CH:6]=[CH:5][CH:4]=[CH:3][C:2]=1[N:7]([CH2:30][CH2:31][C:32]([O:34][CH2:35][CH3:36])=[O:33])[C:8]([C:10]1[CH:29]=[CH:28][C:13]2[N:14]([CH3:27])[C:15]([CH2:17][NH:18][C:19]3[N:20]=[CH:21][C:22]([C:25](=[NH:45])[NH2:26])=[N:23][CH:24]=3)=[N:16][C:12]=2[CH:11]=1)=[O:9].